This data is from Full USPTO retrosynthesis dataset with 1.9M reactions from patents (1976-2016). The task is: Predict the reactants needed to synthesize the given product. (1) Given the product [CH2:10]([O:12][C:13]([C:15]1[CH:16]=[N:17][N:18]([C:20]2[N:29]([CH2:33][O:34][CH2:35][CH2:36][Si:37]([CH3:40])([CH3:39])[CH3:38])[C:28](=[O:30])[C:27]3[C:22](=[CH:23][CH:24]=[C:25]([Br:31])[CH:26]=3)[N:21]=2)[CH:19]=1)=[O:14])[CH3:11], predict the reactants needed to synthesize it. The reactants are: CCN(C(C)C)C(C)C.[CH2:10]([O:12][C:13]([C:15]1[CH:16]=[N:17][N:18]([C:20]2[NH:29][C:28](=[O:30])[C:27]3[C:22](=[CH:23][CH:24]=[C:25]([Br:31])[CH:26]=3)[N:21]=2)[CH:19]=1)=[O:14])[CH3:11].Cl[CH2:33][O:34][CH2:35][CH2:36][Si:37]([CH3:40])([CH3:39])[CH3:38]. (2) Given the product [F:1][C:2]1[CH:8]=[C:7]([CH3:9])[C:6]([S:10][CH3:11])=[CH:5][C:3]=1[NH2:4], predict the reactants needed to synthesize it. The reactants are: [F:1][C:2]1[CH:8]=[C:7]([CH3:9])[C:6]([SH:10])=[CH:5][C:3]=1[NH2:4].[C:11](=O)([O-])[O-].[K+].[K+].IC. (3) Given the product [C:37]([NH:40][CH2:41][CH:42]([NH:45][C:46](=[O:52])[O:47][C:48]([CH3:51])([CH3:50])[CH3:49])[CH2:43][NH:44][C:16]1[CH:15]=[N:14][C:13]([C:11](=[O:12])[NH:10][CH:9]([C:29]2[CH:34]=[CH:33][C:32]([O:35][CH3:36])=[CH:31][CH:30]=2)[C:6]2[CH:7]=[CH:8][C:3]([O:2][CH3:1])=[CH:4][CH:5]=2)=[C:18]([NH:19][C:20]2[CH:25]=[C:24]([CH3:26])[CH:23]=[C:22]([CH3:27])[N:21]=2)[CH:17]=1)(=[O:39])[CH3:38], predict the reactants needed to synthesize it. The reactants are: [CH3:1][O:2][C:3]1[CH:8]=[CH:7][C:6]([CH:9]([C:29]2[CH:34]=[CH:33][C:32]([O:35][CH3:36])=[CH:31][CH:30]=2)[NH:10][C:11]([C:13]2[C:18]([NH:19][C:20]3[CH:25]=[C:24]([CH3:26])[CH:23]=[C:22]([CH3:27])[N:21]=3)=[CH:17][C:16](Br)=[CH:15][N:14]=2)=[O:12])=[CH:5][CH:4]=1.[C:37]([NH:40][CH2:41][CH:42]([NH:45][C:46](=[O:52])[O:47][C:48]([CH3:51])([CH3:50])[CH3:49])[CH2:43][NH2:44])(=[O:39])[CH3:38].CC1(C)C2C(=C(P(C3C=CC=CC=3)C3C=CC=CC=3)C=CC=2)OC2C(P(C3C=CC=CC=3)C3C=CC=CC=3)=CC=CC1=2.C(=O)([O-])[O-].[Cs+].[Cs+]. (4) Given the product [CH3:1][O:2][C:3]1[CH:4]=[C:5]([C:12]2[C:13](=[O:31])[NH:14][C:15](=[O:30])[C:16]=2[C:17]2[C:25]3[C:20](=[CH:21][CH:22]=[CH:23][CH:24]=3)[N:19]([CH2:26][CH2:27][CH2:28][N:33]([CH3:34])[CH3:32])[CH:18]=2)[C:6]2[O:10][CH:9]=[CH:8][C:7]=2[CH:11]=1, predict the reactants needed to synthesize it. The reactants are: [CH3:1][O:2][C:3]1[CH:4]=[C:5]([C:12]2[C:13](=[O:31])[NH:14][C:15](=[O:30])[C:16]=2[C:17]2[C:25]3[C:20](=[CH:21][CH:22]=[CH:23][CH:24]=3)[N:19]([CH2:26][CH2:27][CH2:28]Br)[CH:18]=2)[C:6]2[O:10][CH:9]=[CH:8][C:7]=2[CH:11]=1.[CH3:32][NH:33][CH3:34]. (5) The reactants are: [CH3:1][O:2][C:3]1[CH:8]=[CH:7][C:6]([C:9]2[CH:10]=[C:11]3[C:16]4=[C:17]([C@@H:19]5[CH2:24][NH:23][CH2:22][CH2:21][C@@H:20]5[N:15]4[CH2:14][CH2:13][CH2:12]3)[CH:18]=2)=[C:5]([C:25]([F:28])([F:27])[F:26])[CH:4]=1.Br[CH2:30][CH2:31][CH2:32][CH:33]=[CH2:34].N. Given the product [CH3:1][O:2][C:3]1[CH:8]=[CH:7][C:6]([C:9]2[CH:10]=[C:11]3[C:16]4=[C:17]([C@@H:19]5[CH2:24][N:23]([CH2:34][CH2:33][CH2:32][CH:31]=[CH2:30])[CH2:22][CH2:21][C@@H:20]5[N:15]4[CH2:14][CH2:13][CH2:12]3)[CH:18]=2)=[C:5]([C:25]([F:28])([F:26])[F:27])[CH:4]=1, predict the reactants needed to synthesize it. (6) Given the product [CH2:1]([O:3][C:4](=[O:16])[C:5]1[CH:10]=[CH:9][C:8]([C:11](=[NH:12])[NH2:14])=[CH:7][C:6]=1[CH3:15])[CH3:2], predict the reactants needed to synthesize it. The reactants are: [CH2:1]([O:3][C:4](=[O:16])[C:5]1[CH:10]=[CH:9][C:8]([C:11](=[NH:14])[NH:12]O)=[CH:7][C:6]=1[CH3:15])[CH3:2].C(OC(=O)C)(=O)C. (7) Given the product [F:23][C:22]([F:24])([F:25])[C:18]1[CH:17]=[C:16]([CH:21]=[CH:20][CH:19]=1)[CH2:15][N:1]1[C:9]2[C:4](=[CH:5][CH:6]=[CH:7][C:8]=2[C:10]([O:12][CH3:13])=[O:11])[CH:3]=[CH:2]1, predict the reactants needed to synthesize it. The reactants are: [NH:1]1[C:9]2[C:4](=[CH:5][CH:6]=[CH:7][C:8]=2[C:10]([O:12][CH3:13])=[O:11])[CH:3]=[CH:2]1.Br[CH2:15][C:16]1[CH:21]=[CH:20][CH:19]=[C:18]([C:22]([F:25])([F:24])[F:23])[CH:17]=1.[H-].[Na+]. (8) The reactants are: [CH:1]1([CH2:4][CH2:5][N:6]2[C:11](=[O:12])[CH2:10][C:9](=[O:13])[N:8]([C:14]3[CH:19]=[CH:18][C:17]([C:20]4[N:21]=[C:22]([CH3:25])[S:23][CH:24]=4)=[CH:16][CH:15]=3)[C:7]2=[O:26])[CH2:3][CH2:2]1.C(N(C(C)C)CC)(C)C.[N:36]([CH2:39][C:40]([O:42]CC)=[O:41])=[C:37]=[O:38]. Given the product [CH:1]1([CH2:4][CH2:5][N:6]2[C:11](=[O:12])[C:10]([C:37]([NH:36][CH2:39][C:40]([OH:42])=[O:41])=[O:38])=[C:9]([OH:13])[N:8]([C:14]3[CH:19]=[CH:18][C:17]([C:20]4[N:21]=[C:22]([CH3:25])[S:23][CH:24]=4)=[CH:16][CH:15]=3)[C:7]2=[O:26])[CH2:3][CH2:2]1, predict the reactants needed to synthesize it. (9) Given the product [CH3:1][C:2]1[CH:3]=[C:4]([CH3:12])[C:5]2[O:9][C:8]([NH:10][C:32]3[CH:31]=[CH:6][C:11]([B:21]4[O:22][C:23]([CH3:28])([CH3:29])[C:24]([CH3:26])([CH3:27])[O:25]4)=[CH:2][CH:1]=3)=[N:7][C:6]=2[CH:11]=1, predict the reactants needed to synthesize it. The reactants are: [CH3:1][C:2]1[CH:3]=[C:4]([CH3:12])[C:5]2[O:9][C:8]([NH2:10])=[N:7][C:6]=2[CH:11]=1.[CH3:28][C:23]1([CH3:29])[C:24]([CH3:27])([CH3:26])[O:25][B:21]([B:21]2[O:25][C:24]([CH3:27])([CH3:26])[C:23]([CH3:29])([CH3:28])[O:22]2)[O:22]1.[C:31]([O-])(=O)[CH3:32].[K+].C(Cl)Cl. (10) Given the product [Br:23][C:10]1[N:5]2[N:4]=[C:3]([CH2:1][CH3:2])[CH:11]=[C:6]2[CH:7]=[CH:8][CH:9]=1, predict the reactants needed to synthesize it. The reactants are: [CH2:1]([C:3]1[CH:11]=[C:6]2[CH:7]=[CH:8][CH:9]=[CH:10][N:5]2[N:4]=1)[CH3:2].CCCCCC.C([Li])CCC.[Br:23]C(Cl)(Cl)C(Br)(Cl)Cl.O.